Dataset: Reaction yield outcomes from USPTO patents with 853,638 reactions. Task: Predict the reaction yield, written as a fraction of the theoretical maximum amount of product (1.0 means a 100% yield; for example, 0.34 means a 34% yield). (1) The reactants are Br[CH2:2][C:3]1[C:13]([Cl:14])=[N:12][CH:11]=[CH:10][C:4]=1[C:5]([O:7]CC)=O.Cl.[F:16][C:17]([F:30])([F:29])[CH2:18][O:19][C:20]1[N:25]=[CH:24][C:23]([CH:26]([NH2:28])[CH3:27])=[CH:22][CH:21]=1.C(=O)([O-])[O-].[Cs+].[Cs+]. The catalyst is C1COCC1. The product is [Cl:14][C:13]1[C:3]2[CH2:2][N:28]([CH:26]([C:23]3[CH:24]=[N:25][C:20]([O:19][CH2:18][C:17]([F:30])([F:16])[F:29])=[CH:21][CH:22]=3)[CH3:27])[C:5](=[O:7])[C:4]=2[CH:10]=[CH:11][N:12]=1. The yield is 0.320. (2) The reactants are BrBr.[C:3]([NH:6][C:7]1[CH:8]=[C:9]([CH:13]=[C:14]([O:16][CH3:17])[CH:15]=1)[C:10]([OH:12])=[O:11])(=[S:5])[NH2:4]. The catalyst is C(Cl)(Cl)Cl. The product is [NH2:4][C:3]1[S:5][C:8]2[C:9]([C:10]([OH:12])=[O:11])=[CH:13][C:14]([O:16][CH3:17])=[CH:15][C:7]=2[N:6]=1. The yield is 0.810. (3) The reactants are [C:1]([O:5][C:6]([NH:8][C:9]([NH:11][C:12]([O:14][C:15]([CH3:18])([CH3:17])[CH3:16])=[O:13])=[NH:10])=[O:7])([CH3:4])([CH3:3])[CH3:2].[F:19][C:20]([F:33])([F:32])[S:21](O[S:21]([C:20]([F:33])([F:32])[F:19])(=[O:23])=[O:22])(=[O:23])=[O:22].OS([O-])(=O)=O.[Na+]. The catalyst is ClCCl. The product is [C:15]([O:14][C:12]([NH:11][C:9]([NH:8][C:6]([O:5][C:1]([CH3:4])([CH3:3])[CH3:2])=[O:7])=[N:10][S:21]([C:20]([F:33])([F:32])[F:19])(=[O:23])=[O:22])=[O:13])([CH3:18])([CH3:17])[CH3:16]. The yield is 0.510. (4) The reactants are [CH2:1]([C:9]1[CH:10]=[C:11]2[C:16](=[CH:17][CH:18]=1)[CH2:15][C@H:14]([C@:19]([NH:27]C(=O)OC(C)(C)C)([CH3:26])[CH2:20][O:21][P:22]([OH:25])([OH:24])=[O:23])[CH2:13][CH2:12]2)[CH2:2][CH2:3][CH2:4][CH2:5][CH2:6][CH2:7][CH3:8].C(O)(=O)C.Cl. The catalyst is O. The product is [P:22]([OH:24])([OH:25])([O:21][CH2:20][C@:19]([NH2:27])([C@@H:14]1[CH2:13][CH2:12][C:11]2[C:16](=[CH:17][CH:18]=[C:9]([CH2:1][CH2:2][CH2:3][CH2:4][CH2:5][CH2:6][CH2:7][CH3:8])[CH:10]=2)[CH2:15]1)[CH3:26])=[O:23]. The yield is 0.863. (5) The reactants are [C:1]([O:4][C@H:5](/[CH:7]=[CH:8]\[C:9]([NH:11][C@@H:12]1[CH2:17][C@H:16]([CH3:18])[C@H:15]([CH2:19]/[CH:20]=[C:21](\[CH3:75])/[CH:22]=[CH:23]/[C@H:24]2[O:31][C@H:30]([CH2:32][C:33](=[O:73])[NH:34][NH:35][C:36](=[O:72])[C@H:37]([CH3:71])[NH:38][C:39](=[O:70])[C@H:40]([CH:67]([CH3:69])[CH3:68])[NH:41][C:42](=[O:66])[CH2:43][CH2:44][CH2:45][CH2:46][CH2:47][NH:48]C(=O)OCC3C4C=CC=CC=4C4C3=CC=CC=4)[CH2:29][C@:26]3([O:28][CH2:27]3)[C@@H:25]2[OH:74])[O:14][C@@H:13]1[CH3:76])=[O:10])[CH3:6])(=[O:3])[CH3:2].N1CCCCC1.NCCCCCC(N[C@H](C(N[C@H](C(NC1C=CC(COC(NNC(=O)C[C@H]2O[C@H](/C=C/C(/C)=C/C[C@H]3[C@@H](C)C[C@@H](NC(=O)/C=C\[C@@H](OC(=O)C)C)[C@@H](C)O3)[C@@H](O)[C@@]3(OC3)C2)=O)=CC=1)=O)CCCNC(=O)N)=O)C(C)C)=O. No catalyst specified. The product is [C:1]([OH:4])(=[O:3])[CH3:2].[C:1]([O:4][C@H:5](/[CH:7]=[CH:8]\[C:9]([NH:11][C@@H:12]1[CH2:17][C@H:16]([CH3:18])[C@H:15]([CH2:19]/[CH:20]=[C:21](\[CH3:75])/[CH:22]=[CH:23]/[C@H:24]2[O:31][C@H:30]([CH2:32][C:33]([NH:34][NH:35][C:36](=[O:72])[C@@H:37]([NH:38][C:39](=[O:70])[C@@H:40]([NH:41][C:42](=[O:66])[CH2:43][CH2:44][CH2:45][CH2:46][CH2:47][NH2:48])[CH:67]([CH3:69])[CH3:68])[CH3:71])=[O:73])[CH2:29][C@:26]3([O:28][CH2:27]3)[C@@H:25]2[OH:74])[O:14][C@@H:13]1[CH3:76])=[O:10])[CH3:6])(=[O:3])[CH3:2]. The yield is 0.850. (6) The catalyst is O1CCOCC1.O.CCOC(C)=O.CC(P(C(C)(C)C)C1C=CC(N(C)C)=CC=1)(C)C.CC(P(C(C)(C)C)C1C=CC(N(C)C)=CC=1)(C)C.Cl[Pd]Cl. The reactants are [F:1][C:2]1[C:7](B(O)O)=[CH:6][CH:5]=[C:4]([CH3:11])[N:3]=1.Cl[C:13]1[N:18]=[C:17]([CH3:19])[N:16]=[C:15]([N:20]([CH2:30][C:31]2[CH:36]=[CH:35][C:34]([O:37][CH3:38])=[CH:33][CH:32]=2)[CH2:21][C:22]2[CH:27]=[CH:26][C:25]([O:28][CH3:29])=[CH:24][CH:23]=2)[N:14]=1.C([O-])(=O)C.[K+]. The yield is 0.810. The product is [F:1][C:2]1[C:7]([C:13]2[N:18]=[C:17]([CH3:19])[N:16]=[C:15]([N:20]([CH2:21][C:22]3[CH:23]=[CH:24][C:25]([O:28][CH3:29])=[CH:26][CH:27]=3)[CH2:30][C:31]3[CH:32]=[CH:33][C:34]([O:37][CH3:38])=[CH:35][CH:36]=3)[N:14]=2)=[CH:6][CH:5]=[C:4]([CH3:11])[N:3]=1. (7) The reactants are [N+:1]([C:4]1[CH:12]=[CH:11][CH:10]=[C:9]2[C:5]=1[CH:6]=[N:7][NH:8]2)([O-])=O.[H][H]. The catalyst is [Pd].C(O)C. The product is [NH:8]1[C:9]2[C:5](=[C:4]([NH2:1])[CH:12]=[CH:11][CH:10]=2)[CH:6]=[N:7]1. The yield is 1.00.